Dataset: Peptide-MHC class II binding affinity with 134,281 pairs from IEDB. Task: Regression. Given a peptide amino acid sequence and an MHC pseudo amino acid sequence, predict their binding affinity value. This is MHC class II binding data. (1) The peptide sequence is AFKVAATAANAAP. The MHC is HLA-DQA10501-DQB10201 with pseudo-sequence HLA-DQA10501-DQB10201. The binding affinity (normalized) is 0.239. (2) The peptide sequence is AGLKTNDRKWCFEGP. The MHC is HLA-DQA10501-DQB10402 with pseudo-sequence HLA-DQA10501-DQB10402. The binding affinity (normalized) is 0.233.